This data is from Catalyst prediction with 721,799 reactions and 888 catalyst types from USPTO. The task is: Predict which catalyst facilitates the given reaction. (1) Reactant: [F:1][C:2]1[CH:3]=[CH:4][C:5]([N+:17]([O-])=O)=[C:6]([NH:8][C:9]2[S:10][C:11]([CH3:16])=[CH:12][C:13]=2[C:14]#[N:15])[CH:7]=1.Cl.[Sn](Cl)[Cl:22]. Product: [ClH:22].[F:1][C:2]1[CH:3]=[CH:4][C:5]2[N:17]=[C:14]([NH2:15])[C:13]3[CH:12]=[C:11]([CH3:16])[S:10][C:9]=3[NH:8][C:6]=2[CH:7]=1. The catalyst class is: 14. (2) Reactant: [F:1][C:2]([F:15])([F:14])[C:3]1[CH:8]=[CH:7][C:6]([C:9](=O)[CH2:10][CH2:11][CH3:12])=[CH:5][CH:4]=1.Cl.[NH2:17]O. Product: [F:1][C:2]([F:15])([F:14])[C:3]1[CH:8]=[CH:7][C:6]([CH:9]([NH2:17])[CH2:10][CH2:11][CH3:12])=[CH:5][CH:4]=1. The catalyst class is: 8. (3) Reactant: [C:1]([O:5][C:6]([NH:8][C:9]1[S:10][CH:11]=[C:12](/[C:14](=[N:25]/[O:26][C:27]2([C:30]([O:32][CH:33]([C:40]3[CH:45]=[CH:44][CH:43]=[CH:42][CH:41]=3)[C:34]3[CH:39]=[CH:38][CH:37]=[CH:36][CH:35]=3)=[O:31])[CH2:29][CH2:28]2)/[C:15]([NH:17][C@@H:18]2[C:21](=[O:22])[NH:20][C@@H:19]2[CH2:23][OH:24])=[O:16])[N:13]=1)=[O:7])([CH3:4])([CH3:3])[CH3:2].[CH3:46][S:47](Cl)(=[O:49])=[O:48]. Product: [C:1]([O:5][C:6]([NH:8][C:9]1[S:10][CH:11]=[C:12](/[C:14](=[N:25]/[O:26][C:27]2([C:30]([O:32][CH:33]([C:40]3[CH:45]=[CH:44][CH:43]=[CH:42][CH:41]=3)[C:34]3[CH:35]=[CH:36][CH:37]=[CH:38][CH:39]=3)=[O:31])[CH2:28][CH2:29]2)/[C:15]([NH:17][C@@H:18]2[C:21](=[O:22])[NH:20][C@@H:19]2[CH2:23][O:24][S:47]([CH3:46])(=[O:49])=[O:48])=[O:16])[N:13]=1)=[O:7])([CH3:4])([CH3:2])[CH3:3]. The catalyst class is: 49. (4) Reactant: [Cl:1][C:2]1[CH:7]=[C:6]([N:8]2[CH2:13][CH2:12][O:11][CH2:10][CH2:9]2)[N:5]=[C:4]([C:14]2[CH:15]=[C:16]([CH:19]=O)[S:17][CH:18]=2)[N:3]=1.[C:21]([O:25][C:26]([N:28]1[CH2:33][CH2:32][NH:31][CH2:30][CH2:29]1)=[O:27])([CH3:24])([CH3:23])[CH3:22].C(O[BH-](OC(=O)C)OC(=O)C)(=O)C.[Na+].C(Cl)Cl. Product: [C:21]([O:25][C:26]([N:28]1[CH2:33][CH2:32][N:31]([CH2:19][C:16]2[S:17][CH:18]=[C:14]([C:4]3[N:3]=[C:2]([Cl:1])[CH:7]=[C:6]([N:8]4[CH2:9][CH2:10][O:11][CH2:12][CH2:13]4)[N:5]=3)[CH:15]=2)[CH2:30][CH2:29]1)=[O:27])([CH3:24])([CH3:22])[CH3:23]. The catalyst class is: 325.